This data is from Peptide-MHC class I binding affinity with 185,985 pairs from IEDB/IMGT. The task is: Regression. Given a peptide amino acid sequence and an MHC pseudo amino acid sequence, predict their binding affinity value. This is MHC class I binding data. (1) The peptide sequence is RVYNNTARY. The MHC is HLA-A26:01 with pseudo-sequence HLA-A26:01. The binding affinity (normalized) is 0.599. (2) The peptide sequence is GLFNYFFGK. The MHC is HLA-A03:01 with pseudo-sequence HLA-A03:01. The binding affinity (normalized) is 0.657. (3) The peptide sequence is YYKDDISYF. The MHC is HLA-A68:02 with pseudo-sequence HLA-A68:02. The binding affinity (normalized) is 0.0847. (4) The peptide sequence is EIKFNDITF. The MHC is HLA-B27:05 with pseudo-sequence HLA-B27:05. The binding affinity (normalized) is 0.0847. (5) The peptide sequence is FIPENQRTV. The MHC is HLA-A02:01 with pseudo-sequence HLA-A02:01. The binding affinity (normalized) is 0.229. (6) The peptide sequence is VSRQHAYL. The MHC is H-2-Db with pseudo-sequence H-2-Db. The binding affinity (normalized) is 0.0153. (7) The peptide sequence is DENKWKSAR. The MHC is HLA-A33:01 with pseudo-sequence HLA-A33:01. The binding affinity (normalized) is 0.471.